Task: Predict the reaction yield, written as a fraction of the theoretical maximum amount of product (1.0 means a 100% yield; for example, 0.34 means a 34% yield).. Dataset: Reaction yield outcomes from USPTO patents with 853,638 reactions (1) The yield is 0.370. The reactants are Br[C:2]1[CH:3]=[CH:4][C:5]([F:26])=[C:6]([C:8]2([C:19]3[CH:24]=[CH:23][N:22]=[C:21]([CH3:25])[CH:20]=3)[C:16]3[C:11](=[C:12]([F:17])[CH:13]=[CH:14][CH:15]=3)[C:10]([NH2:18])=[N:9]2)[CH:7]=1.[N:27]1[CH:32]=[CH:31][CH:30]=[C:29](B(O)O)[CH:28]=1. The product is [F:17][C:12]1[CH:13]=[CH:14][CH:15]=[C:16]2[C:11]=1[C:10]([NH2:18])=[N:9][C:8]2([C:6]1[CH:7]=[C:2]([C:29]2[CH:28]=[N:27][CH:32]=[CH:31][CH:30]=2)[CH:3]=[CH:4][C:5]=1[F:26])[C:19]1[CH:24]=[CH:23][N:22]=[C:21]([CH3:25])[CH:20]=1. No catalyst specified. (2) The reactants are O[C:2]([C:12]1[C:13]([NH:18][C:19](=[O:24])[C:20](C)(C)C)=[N:14][CH:15]=[CH:16][CH:17]=1)([CH3:11])CC(OC(C)(C)C)=O. The catalyst is Cl. The product is [CH3:11][C:2]1[C:12]2[C:13](=[N:14][CH:15]=[CH:16][CH:17]=2)[NH:18][C:19](=[O:24])[CH:20]=1. The yield is 0.710.